From a dataset of Forward reaction prediction with 1.9M reactions from USPTO patents (1976-2016). Predict the product of the given reaction. (1) Given the reactants [CH3:1][O:2][C:3](=[O:32])[CH2:4][CH2:5][CH2:6][CH2:7][CH2:8][CH2:9][CH2:10][C:11](=[O:31])[NH:12][C:13]1[CH:18]=[CH:17][CH:16]=[CH:15][C:14]=1[S:19](=[O:30])(=[O:29])[NH:20][C:21]([C@@:23]1([NH2:28])[CH2:25][C@H:24]1[CH:26]=[CH2:27])=[O:22].[C:33]([O:37][C:38]([N:40]1[CH2:44][C@H:43]([O:45][C:46]([N:48]2[CH2:56][C:55]3[C:50](=[CH:51][CH:52]=[CH:53][C:54]=3[F:57])[CH2:49]2)=[O:47])[CH2:42][C@H:41]1[C:58](O)=[O:59])=[O:39])([CH3:36])([CH3:35])[CH3:34].CN(C(ON1N=NC2C=CC=NC1=2)=[N+](C)C)C.F[P-](F)(F)(F)(F)F.CCN(C(C)C)C(C)C, predict the reaction product. The product is: [C:33]([O:37][C:38]([N:40]1[C@H:41]([C:58](=[O:59])[NH:28][C@:23]2([C:21]([NH:20][S:19]([C:14]3[CH:15]=[CH:16][CH:17]=[CH:18][C:13]=3[NH:12][C:11](=[O:31])[CH2:10][CH2:9][CH2:8][CH2:7][CH2:6][CH2:5][CH2:4][C:3]([O:2][CH3:1])=[O:32])(=[O:30])=[O:29])=[O:22])[CH2:25][C@H:24]2[CH:26]=[CH2:27])[CH2:42][C@@H:43]([O:45][C:46]([N:48]2[CH2:56][C:55]3[C:50](=[CH:51][CH:52]=[CH:53][C:54]=3[F:57])[CH2:49]2)=[O:47])[CH2:44]1)=[O:39])([CH3:36])([CH3:34])[CH3:35]. (2) Given the reactants Cl[C:2]1[C:11]2[C:6](=[CH:7][CH:8]=[CH:9][CH:10]=2)[N:5]=[CH:4][C:3]=1[NH:12][C:13](=O)[CH2:14][CH2:15][CH2:16][CH3:17].[NH2:19][O:20][CH2:21][CH2:22][CH2:23][CH2:24][NH:25][C:26](=[O:35])[O:27][CH2:28][C:29]1[CH:34]=[CH:33][CH:32]=[CH:31][CH:30]=1.C(N(CC)CC)C, predict the reaction product. The product is: [CH2:14]([C:13]1[N:19]([O:20][CH2:21][CH2:22][CH2:23][CH2:24][NH:25][C:26](=[O:35])[O:27][CH2:28][C:29]2[CH:30]=[CH:31][CH:32]=[CH:33][CH:34]=2)[C:2]2[C:11]3[CH:10]=[CH:9][CH:8]=[CH:7][C:6]=3[N:5]=[CH:4][C:3]=2[N:12]=1)[CH2:15][CH2:16][CH3:17]. (3) Given the reactants [N-:1]=[N+]=[N-].[Na+].[F:5][C:6]1[CH:7]=[C:8]2[C:13](=[CH:14][CH:15]=1)[C:12](C(O)=O)=[CH:11][CH:10]=[CH:9]2, predict the reaction product. The product is: [F:5][C:6]1[CH:7]=[C:8]2[C:13](=[CH:14][CH:15]=1)[C:12]([NH2:1])=[CH:11][CH:10]=[CH:9]2. (4) Given the reactants [F:1][C:2]1[CH:7]=[C:6]([CH3:8])[CH:5]=[CH:4][C:3]=1[NH:9][C:10]1[CH:11]=[C:12]2[N:18]([S:19]([C:22]3[CH:27]=[CH:26][CH:25]=[C:24]([F:28])[CH:23]=3)(=[O:21])=[O:20])[CH:17]=[C:16]([CH2:29][N:30](C)[C:31](=O)OC(C)(C)C)[C:13]2=[N:14][CH:15]=1.[ClH:39].CO, predict the reaction product. The product is: [ClH:39].[F:1][C:2]1[CH:7]=[C:6]([CH3:8])[CH:5]=[CH:4][C:3]=1[NH:9][C:10]1[CH:11]=[C:12]2[N:18]([S:19]([C:22]3[CH:27]=[CH:26][CH:25]=[C:24]([F:28])[CH:23]=3)(=[O:21])=[O:20])[CH:17]=[C:16]([CH2:29][NH:30][CH3:31])[C:13]2=[N:14][CH:15]=1. (5) Given the reactants [O:1]1[CH:5]=[CH:4][C:3]([CH2:6][C:7]2[CH:8]=[C:9]([CH:11]=[CH:12][CH:13]=2)[NH2:10])=[CH:2]1.[Cl:14][C:15]1[CH:20]=[CH:19][C:18]([NH:21][C:22](=[O:29])[CH2:23][O:24][CH2:25][C:26](O)=[O:27])=[C:17]([C:30]([O:32]C)=[O:31])[CH:16]=1, predict the reaction product. The product is: [Cl:14][C:15]1[CH:20]=[CH:19][C:18]([NH:21][C:22](=[O:29])[CH2:23][O:24][CH2:25][C:26]([NH:10][C:9]2[CH:11]=[CH:12][CH:13]=[C:7]([CH2:6][C:3]3[CH:4]=[CH:5][O:1][CH:2]=3)[CH:8]=2)=[O:27])=[C:17]([CH:16]=1)[C:30]([OH:32])=[O:31]. (6) Given the reactants [NH2:1][C:2]1[CH:3]=[CH:4][C:5]2[CH2:11][CH2:10][CH2:9][C:8](=[O:12])[NH:7][C:6]=2[CH:13]=1.Cl[C:15]1[N:20]=[C:19]([NH:21][C:22]2[C:31]([F:32])=[CH:30][CH:29]=[CH:28][C:23]=2[C:24]([NH:26][CH3:27])=[O:25])[C:18]([Cl:33])=[CH:17][N:16]=1, predict the reaction product. The product is: [Cl:33][C:18]1[C:19]([NH:21][C:22]2[C:31]([F:32])=[CH:30][CH:29]=[CH:28][C:23]=2[C:24]([NH:26][CH3:27])=[O:25])=[N:20][C:15]([NH:1][C:2]2[CH:3]=[CH:4][C:5]3[CH2:11][CH2:10][CH2:9][C:8](=[O:12])[NH:7][C:6]=3[CH:13]=2)=[N:16][CH:17]=1. (7) Given the reactants [CH2:1]([O:3][C:4](=[O:20])[C:5](=[CH:16]N(C)C)[C:6](=O)[CH2:7][CH2:8][CH2:9][C:10]([O:12][CH2:13][CH3:14])=[O:11])[CH3:2].[C:21]([CH2:23][C:24]([NH2:26])=[O:25])#[N:22].[O-]CC.[Na+], predict the reaction product. The product is: [C:21]([C:23]1[C:24]([OH:25])=[N:26][C:6]([CH2:7][CH2:8][CH2:9][C:10]([O:12][CH2:13][CH3:14])=[O:11])=[C:5]([CH:16]=1)[C:4]([O:3][CH2:1][CH3:2])=[O:20])#[N:22].